Dataset: CYP1A2 inhibition data for predicting drug metabolism from PubChem BioAssay. Task: Regression/Classification. Given a drug SMILES string, predict its absorption, distribution, metabolism, or excretion properties. Task type varies by dataset: regression for continuous measurements (e.g., permeability, clearance, half-life) or binary classification for categorical outcomes (e.g., BBB penetration, CYP inhibition). Dataset: cyp1a2_veith. (1) The compound is Cc1ccc(CC(=O)N2CC(C)OC(C)C2)cc1. The result is 0 (non-inhibitor). (2) The molecule is CC(=O)Nc1ccc(C#Cc2ccc(NC(C)=O)cc2)cc1. The result is 0 (non-inhibitor). (3) The drug is NC(=O)NCc1ccc(Cl)cc1. The result is 0 (non-inhibitor). (4) The molecule is CC(C)NC(=O)N1CC[C@@]2(CCCN(C(=O)c3csnn3)C2)C1. The result is 0 (non-inhibitor). (5) The compound is O=C(NNc1cccc(Cl)n1)Nc1ccc(Cl)cc1. The result is 1 (inhibitor). (6) The result is 1 (inhibitor). The drug is CN(C)c1ncc2nc(-c3ccccc3)c(=O)n(CCc3ccccc3)c2n1. (7) The molecule is CN(C)c1ccc(-c2cncnc2-n2ccnc2)cc1. The result is 1 (inhibitor).